The task is: Predict the reactants needed to synthesize the given product.. This data is from Full USPTO retrosynthesis dataset with 1.9M reactions from patents (1976-2016). (1) Given the product [CH:22]([SiH:21]([C:18]#[CH:19])[CH:5]([CH3:4])[CH3:6])([CH3:24])[CH3:23], predict the reactants needed to synthesize it. The reactants are: CCC[CH2:4][CH2:5][CH3:6].C[Si](C#C)(C)C.[Li+].CCC[CH2-].[CH:18]([SiH:21](Cl)[CH:22]([CH3:24])[CH3:23])(C)[CH3:19]. (2) Given the product [N:25]1([C:2]2[N:6]([C:7]3[CH:12]=[CH:11][C:10]([S:13]([CH3:16])(=[O:15])=[O:14])=[CH:9][N:8]=3)[N:5]=[C:4]([C:17]([F:20])([F:19])[F:18])[C:3]=2[C:21]#[N:22])[CH2:26][CH2:27][CH2:34][CH2:33][CH2:29][CH2:28]1, predict the reactants needed to synthesize it. The reactants are: Cl[C:2]1[N:6]([C:7]2[CH:12]=[CH:11][C:10]([S:13]([CH3:16])(=[O:15])=[O:14])=[CH:9][N:8]=2)[N:5]=[C:4]([C:17]([F:20])([F:19])[F:18])[C:3]=1[C:21]#[N:22].C([N:25]([CH2:28][CH3:29])[CH2:26][CH3:27])C.[F-].[K+].Cl[CH:33](Cl)[CH3:34].